From a dataset of Catalyst prediction with 721,799 reactions and 888 catalyst types from USPTO. Predict which catalyst facilitates the given reaction. (1) Reactant: [NH2:1][C@:2]([CH3:22])([CH2:5][CH2:6][C:7]1[S:11][C:10]([O:12][CH2:13][CH2:14][CH2:15][C:16]2[CH:21]=[CH:20][CH:19]=[CH:18][CH:17]=2)=[CH:9][CH:8]=1)[CH2:3][OH:4].[C:23]([OH:32])(=[O:31])[CH:24]([CH:26]([C:28]([OH:30])=[O:29])[OH:27])[OH:25]. Product: [C:28]([CH:26]([CH:24]([C:23]([OH:32])=[O:31])[OH:25])[OH:27])([OH:30])=[O:29].[NH2:1][C@:2]([CH3:22])([CH2:5][CH2:6][C:7]1[S:11][C:10]([O:12][CH2:13][CH2:14][CH2:15][C:16]2[CH:17]=[CH:18][CH:19]=[CH:20][CH:21]=2)=[CH:9][CH:8]=1)[CH2:3][OH:4]. The catalyst class is: 5. (2) Reactant: Cl[CH2:2][O:3][C:4]([N:6]1[C:14]2[C:9](=[CH:10][CH:11]=[C:12]([C:15]([F:18])([F:17])[F:16])[CH:13]=2)[C@@:8]([C:20]2[CH:25]=[C:24]([Cl:26])[CH:23]=[CH:22][C:21]=2[O:27][CH3:28])([F:19])[C:7]1=[O:29])=[O:5].[I-:30].[Na+]. Product: [I:30][CH2:2][O:3][C:4]([N:6]1[C:14]2[C:9](=[CH:10][CH:11]=[C:12]([C:15]([F:18])([F:17])[F:16])[CH:13]=2)[C:8]([C:20]2[CH:25]=[C:24]([Cl:26])[CH:23]=[CH:22][C:21]=2[O:27][CH3:28])([F:19])[C:7]1=[O:29])=[O:5]. The catalyst class is: 21. (3) Reactant: [BH4-].[Na+].[CH3:3][O:4][C:5](=[O:23])[CH2:6][CH2:7][CH2:8][C:9](=[O:22])[NH:10][C:11]1[CH:16]=[CH:15][C:14]([CH2:17][CH2:18][C:19](=[O:21])[CH3:20])=[CH:13][CH:12]=1.[Cl-].[NH4+]. Product: [CH3:3][O:4][C:5](=[O:23])[CH2:6][CH2:7][CH2:8][C:9](=[O:22])[NH:10][C:11]1[CH:12]=[CH:13][C:14]([CH2:17][CH2:18][CH:19]([OH:21])[CH3:20])=[CH:15][CH:16]=1. The catalyst class is: 5. (4) Reactant: [CH2:1]([O:3][C:4]([CH:6]([CH2:14][CH3:15])[CH2:7][NH:8][C@H:9]([C:11]([OH:13])=[O:12])[CH3:10])=[O:5])[CH3:2].C(=O)([O-])[O-].[K+].[K+].[C:22](O[C:22]([O:24][C:25]([CH3:28])([CH3:27])[CH3:26])=[O:23])([O:24][C:25]([CH3:28])([CH3:27])[CH3:26])=[O:23].O. Product: [CH2:1]([O:3][C:4]([CH:6]([CH2:14][CH3:15])[CH2:7][N:8]([C:22]([O:24][C:25]([CH3:28])([CH3:27])[CH3:26])=[O:23])[C@H:9]([C:11]([OH:13])=[O:12])[CH3:10])=[O:5])[CH3:2]. The catalyst class is: 21. (5) Reactant: [C:1]([C:3]1[CH:8]=[CH:7][C:6]([C@H:9]([OH:22])[CH2:10][N:11]2[CH2:16][CH2:15][CH2:14][C@H:13]([C:17]([O:19][CH2:20][CH3:21])=[O:18])[CH2:12]2)=[CH:5][CH:4]=1)#[N:2].CCN(C(C)C)C(C)C.FC(F)(F)S(O[Si:38]([C:41]([CH3:44])([CH3:43])[CH3:42])([CH3:40])[CH3:39])(=O)=O. Product: [Si:38]([O:22][C@@H:9]([C:6]1[CH:5]=[CH:4][C:3]([C:1]#[N:2])=[CH:8][CH:7]=1)[CH2:10][N:11]1[CH2:16][CH2:15][CH2:14][C@H:13]([C:17]([O:19][CH2:20][CH3:21])=[O:18])[CH2:12]1)([C:41]([CH3:44])([CH3:43])[CH3:42])([CH3:40])[CH3:39]. The catalyst class is: 2. (6) Reactant: [CH3:1][O:2][C:3](=[O:10])[CH:4]([NH2:9])[C:5]([CH3:8])([CH3:7])[CH3:6].C(N(CC)CC)C.[O-]S([O-])(=O)=O.[Mg+2].[Cl:24][C:25]1[CH:26]=[C:27]([CH:30]=[CH:31][C:32]=1[F:33])[CH:28]=O.[BH4-].[Na+]. Product: [CH3:1][O:2][C:3](=[O:10])[CH:4]([NH:9][CH2:28][C:27]1[CH:30]=[CH:31][C:32]([F:33])=[C:25]([Cl:24])[CH:26]=1)[C:5]([CH3:8])([CH3:7])[CH3:6]. The catalyst class is: 1. (7) Reactant: [C:1]([O:5][C:6](=[O:39])[CH2:7][CH2:8][C:9]1[CH:14]=[CH:13][C:12]([O:15][CH2:16][CH2:17][C:18]2[N:19]=[C:20]([C:24]3[CH:29]=[CH:28][C:27](Br)=[CH:26][CH:25]=3)[O:21][C:22]=2[CH3:23])=[CH:11][C:10]=1[CH2:31][NH:32][C:33]([O:35][CH:36]([CH3:38])[CH3:37])=[O:34])([CH3:4])([CH3:3])[CH3:2].[C:40]1([OH:46])[CH:45]=[CH:44][CH:43]=[CH:42][CH:41]=1.[O-]P([O-])([O-])=O.[K+].[K+].[K+].C(P(C(C)(C)C)C1C=CC=CC=1C1C=CC=CC=1)(C)(C)C. Product: [C:1]([O:5][C:6](=[O:39])[CH2:7][CH2:8][C:9]1[CH:14]=[CH:13][C:12]([O:15][CH2:16][CH2:17][C:18]2[N:19]=[C:20]([C:24]3[CH:29]=[CH:28][C:27]([O:46][C:40]4[CH:45]=[CH:44][CH:43]=[CH:42][CH:41]=4)=[CH:26][CH:25]=3)[O:21][C:22]=2[CH3:23])=[CH:11][C:10]=1[CH2:31][NH:32][C:33]([O:35][CH:36]([CH3:38])[CH3:37])=[O:34])([CH3:4])([CH3:3])[CH3:2]. The catalyst class is: 222.